From a dataset of Peptide-MHC class II binding affinity with 134,281 pairs from IEDB. Regression. Given a peptide amino acid sequence and an MHC pseudo amino acid sequence, predict their binding affinity value. This is MHC class II binding data. (1) The peptide sequence is ALREKVLGLPAIKAW. The binding affinity (normalized) is 0.274. The MHC is HLA-DQA10301-DQB10301 with pseudo-sequence HLA-DQA10301-DQB10301. (2) The peptide sequence is ELQLKDGRRIVVPCR. The MHC is HLA-DQA10501-DQB10402 with pseudo-sequence HLA-DQA10501-DQB10402. The binding affinity (normalized) is 0.301. (3) The peptide sequence is HGLDVKFHTQAFSAH. The MHC is HLA-DQA10201-DQB10402 with pseudo-sequence HLA-DQA10201-DQB10402. The binding affinity (normalized) is 0.522. (4) The peptide sequence is IFKLGGRDSR. The MHC is H-2-IEd with pseudo-sequence H-2-IEd. The binding affinity (normalized) is 0.0442. (5) The binding affinity (normalized) is 0.242. The peptide sequence is DESWQQFRQELIPLL. The MHC is DRB1_1501 with pseudo-sequence DRB1_1501. (6) The peptide sequence is ASPMLYQLLEAVYGN. The MHC is DRB1_0405 with pseudo-sequence DRB1_0405. The binding affinity (normalized) is 0.579. (7) The peptide sequence is INEPTAAAMAYGLDR. The MHC is HLA-DQA10401-DQB10402 with pseudo-sequence HLA-DQA10401-DQB10402. The binding affinity (normalized) is 0.500. (8) The peptide sequence is YDKFFANVSTVLTGK. The MHC is DRB1_1302 with pseudo-sequence DRB1_1302. The binding affinity (normalized) is 0.832.